From a dataset of Reaction yield outcomes from USPTO patents with 853,638 reactions. Predict the reaction yield, written as a fraction of the theoretical maximum amount of product (1.0 means a 100% yield; for example, 0.34 means a 34% yield). (1) The reactants are Cl[C:2]1[CH:7]=[CH:6][N:5]=[C:4]([C:8]2[CH:13]=[CH:12][CH:11]=[CH:10][CH:9]=2)[CH:3]=1.P([O-])([O-])([O-])=O.[K+].[K+].[K+].[CH3:22][C:23]1(C)[C:27](C)(C)OB(C(C)=C)O1. The catalyst is C1(C)C=CC=CC=1.O.C1C=CC(/C=C/C(/C=C/C2C=CC=CC=2)=O)=CC=1.C1C=CC(/C=C/C(/C=C/C2C=CC=CC=2)=O)=CC=1.C1C=CC(/C=C/C(/C=C/C2C=CC=CC=2)=O)=CC=1.[Pd].[Pd].COC1C=CC=C(OC)C=1C1C=CC=CC=1P(C1CCCCC1)C1CCCCC1. The product is [C:8]1([C:4]2[CH:3]=[C:2]([C:23]([CH3:27])=[CH2:22])[CH:7]=[CH:6][N:5]=2)[CH:13]=[CH:12][CH:11]=[CH:10][CH:9]=1. The yield is 0.900. (2) The reactants are CC(C)(C)C(O[C:6]1[CH:11]=[CH:10][C:9]([C:12](=[O:26])[C:13]2[CH:18]=[CH:17][C:16](OC(=O)C(C)(C)C)=[CH:15][CH:14]=2)=CC=1)=O.C([Mg]Cl)CCC.Cl.C1C[O:39][CH2:38]C1. No catalyst specified. The product is [CH3:38][O:39][C:17]1[CH:18]=[C:13]([C:12](=[O:26])[CH2:9][CH2:10][CH2:11][CH3:6])[CH:14]=[CH:15][CH:16]=1. The yield is -1.00.